Dataset: NCI-60 drug combinations with 297,098 pairs across 59 cell lines. Task: Regression. Given two drug SMILES strings and cell line genomic features, predict the synergy score measuring deviation from expected non-interaction effect. (1) Drug 1: C1=CC(=CC=C1CCC2=CNC3=C2C(=O)NC(=N3)N)C(=O)NC(CCC(=O)O)C(=O)O. Drug 2: CC1=C2C(C(=O)C3(C(CC4C(C3C(C(C2(C)C)(CC1OC(=O)C(C(C5=CC=CC=C5)NC(=O)OC(C)(C)C)O)O)OC(=O)C6=CC=CC=C6)(CO4)OC(=O)C)O)C)O. Cell line: 786-0. Synergy scores: CSS=50.5, Synergy_ZIP=0.181, Synergy_Bliss=0.246, Synergy_Loewe=0.0350, Synergy_HSA=5.42. (2) Drug 1: C1=NC(=NC(=O)N1C2C(C(C(O2)CO)O)O)N. Drug 2: CC1CCCC2(C(O2)CC(NC(=O)CC(C(C(=O)C(C1O)C)(C)C)O)C(=CC3=CSC(=N3)C)C)C. Cell line: 786-0. Synergy scores: CSS=64.6, Synergy_ZIP=-3.22, Synergy_Bliss=-1.47, Synergy_Loewe=2.32, Synergy_HSA=4.21.